Dataset: Full USPTO retrosynthesis dataset with 1.9M reactions from patents (1976-2016). Task: Predict the reactants needed to synthesize the given product. Given the product [F:40][C:41]1[CH:46]=[CH:45][C:44]([N:23]2[CH2:24][CH2:25][N:20]([C:18]([C@@H:14]([NH:13][C:11](=[O:12])[C@@H:10]([N:2]([CH3:1])[C:3](=[O:9])[O:4][C:5]([CH3:7])([CH3:8])[CH3:6])[CH3:39])[CH:15]([CH3:17])[CH3:16])=[O:19])[C@H:21]([C:26]([NH:28][C@H:29]3[C:38]4[C:33](=[CH:34][CH:35]=[CH:36][CH:37]=4)[CH2:32][CH2:31][CH2:30]3)=[O:27])[CH2:22]2)=[CH:43][CH:42]=1, predict the reactants needed to synthesize it. The reactants are: [CH3:1][N:2]([C@@H:10]([CH3:39])[C:11]([NH:13][C@H:14]([C:18]([N:20]1[CH2:25][CH2:24][NH:23][CH2:22][C@H:21]1[C:26]([NH:28][C@H:29]1[C:38]2[C:33](=[CH:34][CH:35]=[CH:36][CH:37]=2)[CH2:32][CH2:31][CH2:30]1)=[O:27])=[O:19])[CH:15]([CH3:17])[CH3:16])=[O:12])[C:3](=[O:9])[O:4][C:5]([CH3:8])([CH3:7])[CH3:6].[F:40][C:41]1[CH:46]=[CH:45][C:44](B(O)O)=[CH:43][CH:42]=1.